This data is from Full USPTO retrosynthesis dataset with 1.9M reactions from patents (1976-2016). The task is: Predict the reactants needed to synthesize the given product. (1) Given the product [Cl:1][C:2]1[CH:7]=[CH:6][N:5]([CH3:15])[C:4](=[O:8])[C:3]=1[N+:9]([O-:11])=[O:10], predict the reactants needed to synthesize it. The reactants are: [Cl:1][C:2]1[CH:7]=[CH:6][NH:5][C:4](=[O:8])[C:3]=1[N+:9]([O-:11])=[O:10].[H-].[Na+].I[CH3:15]. (2) Given the product [CH3:1][N:2]1[C:6]([C:7]2[CH:8]=[C:9]([C:14]([NH:18][C@@H:19]([CH2:32][C:33]3[CH:38]=[CH:37][CH:36]=[CH:35][C:34]=3[C:39]([F:42])([F:40])[F:41])[CH2:20][N:21]3[C:29](=[O:30])[C:28]4[C:23](=[CH:24][CH:25]=[CH:26][CH:27]=4)[C:22]3=[O:31])=[O:16])[S:10][C:11]=2[CH2:12][CH3:13])=[C:5]([CH3:17])[CH:4]=[N:3]1, predict the reactants needed to synthesize it. The reactants are: [CH3:1][N:2]1[C:6]([C:7]2[CH:8]=[C:9]([C:14]([OH:16])=O)[S:10][C:11]=2[CH2:12][CH3:13])=[C:5]([CH3:17])[CH:4]=[N:3]1.[NH2:18][C@@H:19]([CH2:32][C:33]1[CH:38]=[CH:37][CH:36]=[CH:35][C:34]=1[C:39]([F:42])([F:41])[F:40])[CH2:20][N:21]1[C:29](=[O:30])[C:28]2[C:23](=[CH:24][CH:25]=[CH:26][CH:27]=2)[C:22]1=[O:31].C(N(C(C)C)CC)(C)C.F[P-](F)(F)(F)(F)F.Br[P+](N1CCCC1)(N1CCCC1)N1CCCC1. (3) Given the product [CH:1]([O:4][C:5]1[N:10]=[C:9]([C:11]2[CH:12]=[C:13]3[C:17](=[CH:18][CH:19]=2)[NH:16][CH:15]=[C:14]3[C:20]2[N:25]=[C:24]([NH:26][C@@H:27]3[CH2:32][CH2:31][CH2:30][NH:29][CH2:28]3)[CH:23]=[N:22][CH:21]=2)[CH:8]=[N:7][CH:6]=1)([CH3:3])[CH3:2], predict the reactants needed to synthesize it. The reactants are: [CH:1]([O:4][C:5]1[N:10]=[C:9]([C:11]2[CH:12]=[C:13]3[C:17](=[CH:18][CH:19]=2)[NH:16][CH:15]=[C:14]3[C:20]2[N:25]=[C:24]([NH:26][C@@H:27]3[CH2:32][CH2:31][CH2:30][N:29](C(OC(C)(C)C)=O)[CH2:28]3)[CH:23]=[N:22][CH:21]=2)[CH:8]=[N:7][CH:6]=1)([CH3:3])[CH3:2].Cl. (4) Given the product [CH2:1]([O:3][C:4]([C:6]1[N:10]([C:11]([O:13][C:14]([CH3:16])([CH3:15])[CH3:17])=[O:12])[C:9]2[S:18][C:19]([Br:39])=[CH:20][C:8]=2[CH:7]=1)=[O:5])[CH3:2], predict the reactants needed to synthesize it. The reactants are: [CH2:1]([O:3][C:4]([C:6]1[N:10]([C:11]([O:13][C:14]([CH3:17])([CH3:16])[CH3:15])=[O:12])[C:9]2[S:18][CH:19]=[CH:20][C:8]=2[CH:7]=1)=[O:5])[CH3:2].CCCC[N+](CCCC)(CCCC)CCCC.[F-].[Br:39]N1C(=O)CCC1=O.C(OCC)(=O)C. (5) Given the product [OH:31][C@:8]1([C:11]2[S:12][C:13]([C:16]3[CH:21]=[C:20]([NH:22][C:23]4[N:28]=[C:27]([CH3:29])[CH:26]=[CH:25][N:24]=4)[CH:19]=[C:18]([CH3:30])[CH:17]=3)=[CH:14][N:15]=2)[CH2:9][CH2:10][C@H:5]([C:3]([OH:4])=[O:2])[C:6]([CH3:33])([CH3:32])[CH2:7]1, predict the reactants needed to synthesize it. The reactants are: C[O:2][C:3]([C@H:5]1[CH2:10][CH2:9][C@:8]([OH:31])([C:11]2[S:12][C:13]([C:16]3[CH:21]=[C:20]([NH:22][C:23]4[N:28]=[C:27]([CH3:29])[CH:26]=[CH:25][N:24]=4)[CH:19]=[C:18]([CH3:30])[CH:17]=3)=[CH:14][N:15]=2)[CH2:7][C:6]1([CH3:33])[CH3:32])=[O:4].[OH-].[Na+].Cl. (6) Given the product [Br:1][C:16]1[NH:17][C:18]2[C:23]([C:15]=1[CH:9]1[CH2:10][CH2:11][CH2:12][CH2:13][CH2:14]1)=[CH:22][CH:21]=[C:20]([C:24]([O:26][C:27]([CH3:30])([CH3:29])[CH3:28])=[O:25])[CH:19]=2, predict the reactants needed to synthesize it. The reactants are: [Br:1]N1C(=O)CCC1=O.[CH:9]1([C:15]2[C:23]3[C:18](=[CH:19][C:20]([C:24]([O:26][C:27]([CH3:30])([CH3:29])[CH3:28])=[O:25])=[CH:21][CH:22]=3)[NH:17][CH:16]=2)[CH2:14][CH2:13][CH2:12][CH2:11][CH2:10]1. (7) Given the product [Br:27][C:28]1[CH:33]=[CH:32][CH:31]=[C:30]([O:34][C:35]([F:36])([F:37])[F:38])[C:29]=1[CH2:39][N:9]1[CH:10]=[CH:11][C:7]([NH:6][C:4](=[O:5])[C:3]2[C:12]([F:16])=[CH:13][CH:14]=[CH:15][C:2]=2[F:1])=[N:8]1, predict the reactants needed to synthesize it. The reactants are: [F:1][C:2]1[CH:15]=[CH:14][CH:13]=[C:12]([F:16])[C:3]=1[C:4]([NH:6][C:7]1[CH:11]=[CH:10][NH:9][N:8]=1)=[O:5].C[Si]([N-][Si](C)(C)C)(C)C.[Li+].[Br:27][C:28]1[CH:33]=[CH:32][CH:31]=[C:30]([O:34][C:35]([F:38])([F:37])[F:36])[C:29]=1[CH2:39]Br. (8) Given the product [CH:1]1([CH:9]([OH:10])[C:8]2[CH:11]=[CH:12][C:13]([N:15]3[CH2:19][CH2:18][N:17]([C:20]4[CH:21]=[N:22][CH:23]=[CH:24][C:25]=4[CH3:26])[C:16]3=[O:27])=[CH:14][C:7]=2[F:6])[CH2:3][CH2:2]1, predict the reactants needed to synthesize it. The reactants are: [CH:1]1([Mg]Br)[CH2:3][CH2:2]1.[F:6][C:7]1[CH:14]=[C:13]([N:15]2[CH2:19][CH2:18][N:17]([C:20]3[CH:21]=[N:22][CH:23]=[CH:24][C:25]=3[CH3:26])[C:16]2=[O:27])[CH:12]=[CH:11][C:8]=1[CH:9]=[O:10].CO.